The task is: Predict the product of the given reaction.. This data is from Forward reaction prediction with 1.9M reactions from USPTO patents (1976-2016). The product is: [Br:1][C:2]1[C:3]2[N:8]=[C:9]([C:10]3[CH:11]=[CH:12][C:13]([O:16][CH3:17])=[CH:14][CH:15]=3)[S:18][C:4]=2[CH:5]=[CH:6][CH:7]=1. Given the reactants [Br:1][C:2]1[CH:7]=[CH:6][CH:5]=[CH:4][C:3]=1[NH:8][C:9](=[S:18])[C:10]1[CH:15]=[CH:14][C:13]([O:16][CH3:17])=[CH:12][CH:11]=1.[OH-].[Na+], predict the reaction product.